The task is: Predict the product of the given reaction.. This data is from Forward reaction prediction with 1.9M reactions from USPTO patents (1976-2016). The product is: [F:1][C:2]1[C:7]([S:8]([C:11]([F:14])([F:13])[F:12])(=[O:9])=[O:10])=[CH:6][CH:5]=[CH:4][C:3]=1[CH:15]1[CH2:20][CH2:19][NH:18][CH2:17][CH2:16]1. Given the reactants [F:1][C:2]1[C:7]([S:8]([C:11]([F:14])([F:13])[F:12])(=[O:10])=[O:9])=[CH:6][CH:5]=[CH:4][C:3]=1[C:15]1[CH:20]=[CH:19][N:18]=[CH:17][CH:16]=1, predict the reaction product.